Dataset: Catalyst prediction with 721,799 reactions and 888 catalyst types from USPTO. Task: Predict which catalyst facilitates the given reaction. (1) Reactant: [CH3:1][C:2]1[CH:10]=[CH:9][C:5]([C:6](O)=[O:7])=[CH:4][C:3]=1[NH:11][C:12]1[CH:13]=[C:14]2[C:18](=[CH:19][CH:20]=1)[C:17](=[O:21])[N:16]([C:22]1[CH:27]=[CH:26][CH:25]=[CH:24][CH:23]=1)[CH2:15]2.CCN=C=NCCCN(C)C.Cl.C1C=CC2N(O)N=NC=2C=1.CN1CCOCC1.[CH:57]1([NH2:60])[CH2:59][CH2:58]1. Product: [CH:57]1([NH:60][C:6](=[O:7])[C:5]2[CH:9]=[CH:10][C:2]([CH3:1])=[C:3]([NH:11][C:12]3[CH:13]=[C:14]4[C:18](=[CH:19][CH:20]=3)[C:17](=[O:21])[N:16]([C:22]3[CH:23]=[CH:24][CH:25]=[CH:26][CH:27]=3)[CH2:15]4)[CH:4]=2)[CH2:59][CH2:58]1. The catalyst class is: 3. (2) Reactant: [F:1][C:2]1([CH2:15][OH:16])[CH2:7][CH2:6][N:5]([C:8]([O:10][C:11]([CH3:14])([CH3:13])[CH3:12])=[O:9])[CH2:4][CH2:3]1.[Cl:17][C:18]1[C:19](F)=[CH:20][C:21]([F:31])=[C:22]([CH:30]=1)[C:23]([O:25][C:26]([CH3:29])([CH3:28])[CH3:27])=[O:24].C(=O)([O-])[O-].[Cs+].[Cs+].O. Product: [C:26]([O:25][C:23]([C:22]1[C:21]([F:31])=[CH:20][C:19]([O:16][CH2:15][C:2]2([F:1])[CH2:3][CH2:4][N:5]([C:8]([O:10][C:11]([CH3:12])([CH3:13])[CH3:14])=[O:9])[CH2:6][CH2:7]2)=[C:18]([Cl:17])[CH:30]=1)=[O:24])([CH3:29])([CH3:27])[CH3:28]. The catalyst class is: 16. (3) Reactant: [NH2:1][CH2:2][CH2:3][C:4]1[CH:36]=[CH:35][C:7]([O:8][CH2:9][CH2:10][CH2:11][C:12]2[CH:17]=[CH:16][C:15]([OH:18])=[C:14]([C@@H:19]([C:29]3[CH:34]=[CH:33][CH:32]=[CH:31][CH:30]=3)[CH2:20][CH2:21][N:22]([CH:26]([CH3:28])[CH3:27])[CH:23]([CH3:25])[CH3:24])[CH:13]=2)=[CH:6][CH:5]=1.[CH2:37]([O:44][C:45]1[CH:50]=[CH:49][C:48]([C@@H:51]([O:54][Si:55]([C:58]([CH3:61])([CH3:60])[CH3:59])([CH3:57])[CH3:56])[CH2:52]Br)=[CH:47][C:46]=1[NH:62][S:63]([CH3:66])(=[O:65])=[O:64])[C:38]1[CH:43]=[CH:42][CH:41]=[CH:40][CH:39]=1.C(OCC)(=O)C.O. Product: [NH3:1].[CH2:37]([O:44][C:45]1[CH:50]=[CH:49][C:48]([C@@H:51]([O:54][Si:55]([C:58]([CH3:59])([CH3:61])[CH3:60])([CH3:57])[CH3:56])[CH2:52][NH:1][CH2:2][CH2:3][C:4]2[CH:5]=[CH:6][C:7]([O:8][CH2:9][CH2:10][CH2:11][C:12]3[CH:17]=[CH:16][C:15]([OH:18])=[C:14]([C@@H:19]([C:29]4[CH:30]=[CH:31][CH:32]=[CH:33][CH:34]=4)[CH2:20][CH2:21][N:22]([CH:26]([CH3:27])[CH3:28])[CH:23]([CH3:25])[CH3:24])[CH:13]=3)=[CH:35][CH:36]=2)=[CH:47][C:46]=1[NH:62][S:63]([CH3:66])(=[O:64])=[O:65])[C:38]1[CH:43]=[CH:42][CH:41]=[CH:40][CH:39]=1. The catalyst class is: 16.